This data is from Catalyst prediction with 721,799 reactions and 888 catalyst types from USPTO. The task is: Predict which catalyst facilitates the given reaction. (1) Reactant: [Li+].C[Si]([N-][Si](C)(C)C)(C)C.[Si:11]([O:18][C:19]1([CH3:36])[C:24](=[O:25])[CH2:23][CH:22]([C:26]2[CH:31]=[CH:30][N:29]=[CH:28][C:27]=2[N+:32]([O-:34])=[O:33])[O:21][CH:20]1[CH3:35])([C:14]([CH3:17])([CH3:16])[CH3:15])([CH3:13])[CH3:12].[C:37]1([Se:43]Br)[CH:42]=[CH:41][CH:40]=[CH:39][CH:38]=1.O. Product: [Si:11]([O:18][C:19]1([CH3:36])[C:24](=[O:25])[CH:23]([Se:43][C:37]2[CH:42]=[CH:41][CH:40]=[CH:39][CH:38]=2)[CH:22]([C:26]2[CH:31]=[CH:30][N:29]=[CH:28][C:27]=2[N+:32]([O-:34])=[O:33])[O:21][CH:20]1[CH3:35])([C:14]([CH3:17])([CH3:15])[CH3:16])([CH3:13])[CH3:12]. The catalyst class is: 1. (2) Reactant: COC1C=CC(C[N:8]2[C:26](=[O:27])[N:25]3[CH:21]([CH2:22][CH:23]([O:28][C:29]4[CH:34]=[C:33]([C:35]5[CH:40]=[CH:39][CH:38]=[CH:37][CH:36]=5)[N:32]=[C:31]([O:41][CH3:42])[N:30]=4)[CH2:24]3)[C:20](=[O:43])[NH:19][C:18]3([C:44]([NH:46][S:47]([C:50]4([CH3:53])[CH2:52][CH2:51]4)(=[O:49])=[O:48])=[O:45])[CH:16]([CH2:17]3)[CH:15]=[CH:14][CH2:13][CH2:12][CH2:11][CH2:10][CH2:9]2)=CC=1.C(Cl)Cl.C([O-])(O)=O.[Na+]. Product: [CH3:42][O:41][C:31]1[N:30]=[C:29]([O:28][CH:23]2[CH2:22][CH:21]3[N:25]([C:26](=[O:27])[NH:8][CH2:9][CH2:10][CH2:11][CH2:12][CH2:13][CH:14]=[CH:15][CH:16]4[C:18]([C:44]([NH:46][S:47]([C:50]5([CH3:53])[CH2:52][CH2:51]5)(=[O:48])=[O:49])=[O:45])([NH:19][C:20]3=[O:43])[CH2:17]4)[CH2:24]2)[CH:34]=[C:33]([C:35]2[CH:36]=[CH:37][CH:38]=[CH:39][CH:40]=2)[N:32]=1. The catalyst class is: 67. (3) Reactant: Cl.[C:2]([C:4]1[CH:9]=[CH:8][C:7]([NH:10][NH2:11])=[CH:6][CH:5]=1)#[N:3].CO[C:14](=[CH2:17])[C:15]#[N:16].CC(C)([O-])C.[K+]. Product: [NH2:16][C:15]1[CH:14]=[CH:17][N:10]([C:7]2[CH:8]=[CH:9][C:4]([C:2]#[N:3])=[CH:5][CH:6]=2)[N:11]=1. The catalyst class is: 107. (4) Reactant: [CH2:1]([O:3][C:4]1[CH:5]=[C:6]([C:13]2[O:17][N:16]=[C:15]([C:18]3[CH:19]=[CH:20][C:21]4[O:25][C:24]([CH2:26][N:27]5[CH2:30][CH:29]([C:31]([O:33]C)=[O:32])[CH2:28]5)=[CH:23][C:22]=4[CH:35]=3)[N:14]=2)[CH:7]=[CH:8][C:9]=1[O:10][CH2:11][CH3:12])[CH3:2].[OH-].[K+]. Product: [CH2:1]([O:3][C:4]1[CH:5]=[C:6]([C:13]2[O:17][N:16]=[C:15]([C:18]3[CH:19]=[CH:20][C:21]4[O:25][C:24]([CH2:26][N:27]5[CH2:28][CH:29]([C:31]([OH:33])=[O:32])[CH2:30]5)=[CH:23][C:22]=4[CH:35]=3)[N:14]=2)[CH:7]=[CH:8][C:9]=1[O:10][CH2:11][CH3:12])[CH3:2]. The catalyst class is: 12.